Dataset: Full USPTO retrosynthesis dataset with 1.9M reactions from patents (1976-2016). Task: Predict the reactants needed to synthesize the given product. (1) Given the product [Cl:1][C:2]1[C:3]([N+:16]([O-:18])=[O:17])=[CH:4][C:5]2[C:6](=[O:15])[C:7]3[N:8]([CH2:11][CH2:12][CH2:13][N:14]=3)[C:9]=2[CH:10]=1, predict the reactants needed to synthesize it. The reactants are: [Cl:1][C:2]1[CH:3]=[CH:4][C:5]2[C:6](=[O:15])[C:7]3[N:8]([CH2:11][CH2:12][CH2:13][N:14]=3)[C:9]=2[CH:10]=1.[N+:16]([O-])([OH:18])=[O:17]. (2) Given the product [CH2:33]([O:32][C:30]([N:14]1[C:15]([CH3:16])=[C:11]([CH2:10][C:7]2[CH:8]=[CH:9][C:4]([S:3][CH2:1][CH3:2])=[CH:5][CH:6]=2)[C:12]([O:17][C@@H:18]2[O:26][C@H:25]([CH2:27][O:28][C:35]([O:47][CH2:48][CH3:49])=[O:46])[C@@H:23]([OH:24])[C@H:21]([OH:22])[C@H:19]2[OH:20])=[N:13]1)=[O:31])[CH3:34], predict the reactants needed to synthesize it. The reactants are: [CH2:1]([S:3][C:4]1[CH:9]=[CH:8][C:7]([CH2:10][C:11]2[C:12]([O:17][C@@H:18]3[O:26][C@H:25]([CH2:27][OH:28])[C@@H:23]([OH:24])[C@H:21]([OH:22])[C@H:19]3[OH:20])=[N:13][NH:14][C:15]=2[CH3:16])=[CH:6][CH:5]=1)[CH3:2].Cl[C:30]([O:32][CH2:33][CH3:34])=[O:31].[C:35]([OH:47])(=[O:46])CC(CC(O)=O)(C(O)=O)O.[CH3:48][C:49]1C=C(C)C=C(C)N=1. (3) Given the product [CH2:1]([N:8]1[CH2:13][CH2:12][C:11]2([C:14](=[O:15])[N:20]([CH2:21][C:22]3[CH:27]=[CH:40][C:39]([O:38][CH3:35])=[CH:24][CH:23]=3)[C:18](=[O:19])[CH2:17]2)[CH2:10][CH2:9]1)[C:2]1[CH:7]=[CH:6][CH:5]=[CH:4][CH:3]=1, predict the reactants needed to synthesize it. The reactants are: [CH2:1]([N:8]1[CH2:13][CH2:12][C:11]([CH2:17][C:18]([NH:20][CH2:21][C:22]2[CH:27]=CC(OC)=[CH:24][CH:23]=2)=[O:19])([C:14](O)=[O:15])[CH2:10][CH2:9]1)[C:2]1[CH:7]=[CH:6][CH:5]=[CH:4][CH:3]=1.C([O-])(=O)C.[Na+].[C:35]([O:38][C:39](=O)[CH3:40])(=O)C. (4) The reactants are: Cl[C:2]1[CH:7]=[CH:6][C:5]([CH2:8][N:9]2[C:13]([CH3:14])=[CH:12][C:11](/[C:15](/[F:27])=[CH:16]/[C:17]3[CH:22]=[CH:21][C:20]([C:23]([F:26])([F:25])[F:24])=[CH:19][CH:18]=3)=[N:10]2)=[CH:4][N:3]=1.[CH3:28][NH2:29]. Given the product [F:27]/[C:15](/[C:11]1[CH:12]=[C:13]([CH3:14])[N:9]([CH2:8][C:5]2[CH:6]=[CH:7][C:2]([NH:29][CH3:28])=[N:3][CH:4]=2)[N:10]=1)=[CH:16]\[C:17]1[CH:22]=[CH:21][C:20]([C:23]([F:26])([F:25])[F:24])=[CH:19][CH:18]=1, predict the reactants needed to synthesize it. (5) Given the product [F:1][C:2]1[CH:3]=[C:4]([NH:12][S:13]([C:16]2[CH:24]=[CH:23][C:19]([CH2:20][OH:21])=[CH:18][C:17]=2[CH3:25])(=[O:14])=[O:15])[CH:5]=[CH:6][C:7]=1[C:8]([O:10][CH3:11])=[O:9], predict the reactants needed to synthesize it. The reactants are: [F:1][C:2]1[CH:3]=[C:4]([NH:12][S:13]([C:16]2[CH:24]=[CH:23][C:19]([C:20](O)=[O:21])=[CH:18][C:17]=2[CH3:25])(=[O:15])=[O:14])[CH:5]=[CH:6][C:7]=1[C:8]([O:10][CH3:11])=[O:9].O. (6) Given the product [Cl:22][C:19]1[S:18][C:17]([C:15]([NH:14][CH2:13][CH2:12][C:11]([NH:10][C:8]2[CH:7]=[CH:6][C:5]([N:24]3[CH2:29][CH2:28][O:27][CH2:26][C:25]3=[O:30])=[C:4]([CH:9]=2)[C:3]([OH:31])=[O:2])=[O:23])=[O:16])=[CH:21][CH:20]=1, predict the reactants needed to synthesize it. The reactants are: C[O:2][C:3](=[O:31])[C:4]1[CH:9]=[C:8]([NH:10][C:11](=[O:23])[CH2:12][CH2:13][NH:14][C:15]([C:17]2[S:18][C:19]([Cl:22])=[CH:20][CH:21]=2)=[O:16])[CH:7]=[CH:6][C:5]=1[N:24]1[CH2:29][CH2:28][O:27][CH2:26][C:25]1=[O:30].[OH-].[Na+].